Dataset: Peptide-MHC class I binding affinity with 185,985 pairs from IEDB/IMGT. Task: Regression. Given a peptide amino acid sequence and an MHC pseudo amino acid sequence, predict their binding affinity value. This is MHC class I binding data. The peptide sequence is TETKITFAL. The MHC is HLA-A02:01 with pseudo-sequence HLA-A02:01. The binding affinity (normalized) is 0.